Regression. Given a peptide amino acid sequence and an MHC pseudo amino acid sequence, predict their binding affinity value. This is MHC class II binding data. From a dataset of Peptide-MHC class II binding affinity with 134,281 pairs from IEDB. (1) The peptide sequence is AAWGGGLLMSR. The MHC is HLA-DQA10102-DQB10602 with pseudo-sequence HLA-DQA10102-DQB10602. The binding affinity (normalized) is 0. (2) The peptide sequence is RQAGVQYSRA. The MHC is DRB1_1501 with pseudo-sequence DRB1_1501. The binding affinity (normalized) is 0.00396. (3) The peptide sequence is MNVSIPHSFTMTLK. The MHC is DRB3_0101 with pseudo-sequence DRB3_0101. The binding affinity (normalized) is 0.433. (4) The peptide sequence is TELQIVDKIDAAFKI. The MHC is DRB1_1501 with pseudo-sequence DRB1_1501. The binding affinity (normalized) is 0.536. (5) The binding affinity (normalized) is 0.664. The MHC is DRB1_0101 with pseudo-sequence DRB1_0101. The peptide sequence is HSNWRAMASDFNLPP. (6) The peptide sequence is KKNGGDAMYMALIAAFS. The MHC is DRB3_0101 with pseudo-sequence DRB3_0101. The binding affinity (normalized) is 0.393.